From a dataset of Human liver microsome stability data. Regression/Classification. Given a drug SMILES string, predict its absorption, distribution, metabolism, or excretion properties. Task type varies by dataset: regression for continuous measurements (e.g., permeability, clearance, half-life) or binary classification for categorical outcomes (e.g., BBB penetration, CYP inhibition). Dataset: hlm. (1) The drug is CN1C[C@@H]2CCC[C@]2(c2ccc3ccccc3c2)C1. The result is 0 (unstable in human liver microsomes). (2) The result is 0 (unstable in human liver microsomes). The molecule is CCOc1cc(NC(=O)C2(NC(=O)c3ccc4c(C5CCCC5)c(-c5ncc(Cl)cn5)n(C)c4c3)CCC2)ccc1C=CC(=O)OCCOCCOC. (3) The drug is CCN(C(=O)Nc1ccc(SC(F)(F)F)cc1)C1Cc2ccc(SC(C)(C)C(=O)O)cc2C1. The result is 0 (unstable in human liver microsomes).